This data is from TCR-epitope binding with 47,182 pairs between 192 epitopes and 23,139 TCRs. The task is: Binary Classification. Given a T-cell receptor sequence (or CDR3 region) and an epitope sequence, predict whether binding occurs between them. The epitope is RLRAEAQVK. The TCR CDR3 sequence is CASRIQGTKPEIYEQYV. Result: 0 (the TCR does not bind to the epitope).